This data is from Retrosynthesis with 50K atom-mapped reactions and 10 reaction types from USPTO. The task is: Predict the reactants needed to synthesize the given product. (1) Given the product CCCN(c1ccc2c(ccn2CC(=O)OC)c1)c1nc(-c2ccc(OC)cc2Cl)c(C)s1, predict the reactants needed to synthesize it. The reactants are: CCCN(c1ccc2[nH]ccc2c1)c1nc(-c2ccc(OC)cc2Cl)c(C)s1.COC(=O)CBr. (2) Given the product CC(C)(C)NCc1ccc2c(c1)CCCC2NC(=O)CC1CC(O)CN1S(=O)(=O)c1cccc(C(F)(F)F)c1, predict the reactants needed to synthesize it. The reactants are: CC(C)(C)NCc1ccc2c(c1)CCCC2NC(=O)CC1CC(OCc2ccccc2)CN1S(=O)(=O)c1cccc(C(F)(F)F)c1. (3) Given the product COc1cccc(OC)c1C1CCCC(=O)N1Cc1ccc(OC(F)F)nc1, predict the reactants needed to synthesize it. The reactants are: COc1cccc(OC)c1C1CCCC(=O)N1.FC(F)Oc1ccc(CBr)cn1.